This data is from Catalyst prediction with 721,799 reactions and 888 catalyst types from USPTO. The task is: Predict which catalyst facilitates the given reaction. (1) Reactant: Br[C:2]1[CH:7]=[CH:6][C:5](/[C:8](/[C:11]2[CH:12]=[CH:13][C:14]([NH:17][C:18](=[O:27])[C:19]3[C:24]([CH3:25])=[C:23]([F:26])[CH:22]=[N:21][CH:20]=3)=[N:15][CH:16]=2)=[CH:9]/[CH3:10])=[CH:4][CH:3]=1.[CH3:28][N:29]1[C:33]([Sn](CCCC)(CCCC)CCCC)=[CH:32][N:31]=[CH:30]1.C(=O)([O-])[O-].[K+].[K+]. Product: [F:26][C:23]1[CH:22]=[N:21][CH:20]=[C:19]([C:24]=1[CH3:25])[C:18]([NH:17][C:14]1[CH:13]=[CH:12][C:11](/[C:8](/[C:5]2[CH:6]=[CH:7][C:2]([C:33]3[N:29]([CH3:28])[CH:30]=[N:31][CH:32]=3)=[CH:3][CH:4]=2)=[CH:9]\[CH3:10])=[CH:16][N:15]=1)=[O:27]. The catalyst class is: 128. (2) Reactant: [NH2:1][C:2]1[C:3](C(O)=O)=[N:4][C:5]([C:16]2[CH:21]=[CH:20][C:19](=[O:22])[N:18]([CH:23]([CH3:25])[CH3:24])[CH:17]=2)=[C:6]([C:8]2[CH:13]=[CH:12][C:11]([O:14][CH3:15])=[CH:10][CH:9]=2)[N:7]=1. Product: [NH2:1][C:2]1[N:7]=[C:6]([C:8]2[CH:13]=[CH:12][C:11]([O:14][CH3:15])=[CH:10][CH:9]=2)[C:5]([C:16]2[CH:21]=[CH:20][C:19](=[O:22])[N:18]([CH:23]([CH3:25])[CH3:24])[CH:17]=2)=[N:4][CH:3]=1. The catalyst class is: 262. (3) Reactant: [CH2:1]([C:3]1[S:20][C:6]2[NH:7][C:8](=[O:19])[N:9]([CH2:12][CH2:13][C:14]3[S:15][CH:16]=[CH:17][CH:18]=3)[C:10](=[O:11])[C:5]=2[CH:4]=1)[CH3:2].Br[CH2:22][C:23]1[CH:28]=[CH:27][C:26]([C:29]2[CH:34]=[CH:33][CH:32]=[CH:31][C:30]=2[C:35]2[N:39]=[C:38](C(Cl)(Cl)Cl)[O:37][N:36]=2)=[CH:25][CH:24]=1.C(=O)([O-])[O-:45].[K+].[K+].CN(C)C=O. Product: [CH2:1]([C:3]1[S:20][C:6]2[N:7]([CH2:22][C:23]3[CH:28]=[CH:27][C:26]([C:29]4[CH:34]=[CH:33][CH:32]=[CH:31][C:30]=4[C:35]4[NH:39][C:38](=[O:45])[O:37][N:36]=4)=[CH:25][CH:24]=3)[C:8](=[O:19])[N:9]([CH2:12][CH2:13][C:14]3[S:15][CH:16]=[CH:17][CH:18]=3)[C:10](=[O:11])[C:5]=2[CH:4]=1)[CH3:2]. The catalyst class is: 13. (4) Reactant: [CH3:1]I.[H-].[Na+].[C:5]([O:9][C:10](=[O:27])[NH:11][C@H:12]([CH:25]=[CH2:26])[CH2:13][N:14]1[C:18]2[N:19]=[CH:20][N:21]=[C:22]([Cl:23])[C:17]=2[C:16]([I:24])=[CH:15]1)([CH3:8])([CH3:7])[CH3:6].O. Product: [C:5]([O:9][C:10](=[O:27])[N:11]([C@H:12]([CH:25]=[CH2:26])[CH2:13][N:14]1[C:18]2[N:19]=[CH:20][N:21]=[C:22]([Cl:23])[C:17]=2[C:16]([I:24])=[CH:15]1)[CH3:1])([CH3:8])([CH3:7])[CH3:6]. The catalyst class is: 3. (5) Reactant: [OH-].[Na+].[C:11](O[C:11]([O:13][C:14]([CH3:17])([CH3:16])[CH3:15])=[O:12])([O:13][C:14]([CH3:17])([CH3:16])[CH3:15])=[O:12].[NH2:18][C:19]1[CH:24]=[CH:23][C:22]([CH2:25][C:26]([OH:28])=[O:27])=[CH:21][CH:20]=1.C(OC([O-])=O)(OC(C)(C)C)=O. Product: [C:14]([O:13][C:11]([NH:18][C:19]1[CH:20]=[CH:21][C:22]([CH2:25][C:26]([OH:28])=[O:27])=[CH:23][CH:24]=1)=[O:12])([CH3:15])([CH3:16])[CH3:17]. The catalyst class is: 136. (6) Reactant: [F:1][C:2]1[CH:9]=[CH:8][C:5]([C:6]#[N:7])=[C:4]([O:10][CH3:11])[CH:3]=1.C1C(=O)N([Br:19])C(=O)C1. Product: [Br:19][C:9]1[C:2]([F:1])=[CH:3][C:4]([O:10][CH3:11])=[C:5]([CH:8]=1)[C:6]#[N:7]. The catalyst class is: 67.